Dataset: Forward reaction prediction with 1.9M reactions from USPTO patents (1976-2016). Task: Predict the product of the given reaction. (1) Given the reactants C([NH:8][CH2:9][CH:10]([C:15]([F:18])([F:17])[F:16])[C:11]([F:14])([F:13])[F:12])C1C=CC=CC=1.[CH3:19][C:20]1[CH:21]=[CH:22][C:23]([S:26]([OH:29])(=[O:28])=[O:27])=[CH:24][CH:25]=1.O, predict the reaction product. The product is: [CH3:19][C:20]1[CH:21]=[CH:22][C:23]([S:26]([OH:29])(=[O:28])=[O:27])=[CH:24][CH:25]=1.[F:12][C:11]([F:13])([F:14])[CH:10]([C:15]([F:16])([F:18])[F:17])[CH2:9][NH2:8]. (2) Given the reactants C(OC([N:11]1[CH2:16][CH2:15][C:14]([OH:18])([CH3:17])[CH:13]([F:19])[CH2:12]1)=O)C1C=CC=CC=1, predict the reaction product. The product is: [F:19][CH:13]1[C:14]([CH3:17])([OH:18])[CH2:15][CH2:16][NH:11][CH2:12]1. (3) Given the reactants CN(C)[CH:3]=[CH:4][C:5](=[C:9]([C:12]#[N:13])[C:10]#[N:11])[O:6][CH2:7][CH3:8].CN(C)C=CC(=C(C#N)C#N)OC.[ClH:28].N#N, predict the reaction product. The product is: [Cl:28][C:12]1[C:9]([C:10]#[N:11])=[C:5]([O:6][CH2:7][CH3:8])[CH:4]=[CH:3][N:13]=1. (4) Given the reactants [NH2:1][C:2]1[CH:3]=[C:4]2[C:8](=[CH:9][CH:10]=1)[N:7]([CH2:11][CH2:12][CH2:13][NH2:14])[C:6](=O)[C:5]12[O:20][CH2:19][CH2:18][CH2:17][O:16]1.N.C1COCC1, predict the reaction product. The product is: [N:14]1[CH2:13][CH2:12][CH2:11][N:7]2[C:8]3[CH:9]=[CH:10][C:2]([NH2:1])=[CH:3][C:4]=3[C:5]3([O:20][CH2:19][CH2:18][CH2:17][O:16]3)[C:6]=12. (5) Given the reactants Br[C:2]1[CH:7]=[C:6]([F:8])[CH:5]=[C:4]([Cl:9])[CH:3]=1.[Mg].II.[C:13]([N:20]1[CH2:23][C:22](=[O:24])[CH2:21]1)([O:15][C:16]([CH3:19])([CH3:18])[CH3:17])=[O:14].[Cl-].[NH4+], predict the reaction product. The product is: [Cl:9][C:4]1[CH:3]=[C:2]([C:22]2([OH:24])[CH2:21][N:20]([C:13]([O:15][C:16]([CH3:18])([CH3:17])[CH3:19])=[O:14])[CH2:23]2)[CH:7]=[C:6]([F:8])[CH:5]=1. (6) Given the reactants [Br:1][C:2]1[CH:16]=[CH:15][C:5]([C:6]([NH2:14])=[N:7][C:8]2[CH:9]=[N:10][CH:11]=[CH:12][CH:13]=2)=[C:4]([F:17])[CH:3]=1.C[Si]([NH-])(C)C.C[Si]([NH-])(C)C.[Li+].[Li+].Br.Br[CH2:32][C:33]([C:35]1[CH:40]=[CH:39][CH:38]=[CH:37][N:36]=1)=O, predict the reaction product. The product is: [Br:1][C:2]1[CH:16]=[CH:15][C:5]([C:6]2[N:7]([C:8]3[CH:9]=[N:10][CH:11]=[CH:12][CH:13]=3)[CH:32]=[C:33]([C:35]3[CH:40]=[CH:39][CH:38]=[CH:37][N:36]=3)[N:14]=2)=[C:4]([F:17])[CH:3]=1.